From a dataset of Full USPTO retrosynthesis dataset with 1.9M reactions from patents (1976-2016). Predict the reactants needed to synthesize the given product. (1) The reactants are: [NH2:1][C:2]1[CH:11]=[CH:10][C:9]2[C:4](=[CH:5][CH:6]=[CH:7][CH:8]=2)[C:3]=1[C:12]1[CH:13]=[C:14]([CH:18]=[CH:19][CH:20]=1)[C:15](O)=[O:16].[H-].[Al+3].[Li+].[H-].[H-].[H-].O. Given the product [NH2:1][C:2]1[CH:11]=[CH:10][C:9]2[C:4](=[CH:5][CH:6]=[CH:7][CH:8]=2)[C:3]=1[C:12]1[CH:13]=[C:14]([CH2:15][OH:16])[CH:18]=[CH:19][CH:20]=1, predict the reactants needed to synthesize it. (2) Given the product [OH:30][C:23]12[CH2:28][CH:27]3[CH2:26][CH:25]([CH2:29][CH:21]([CH:20]3[NH:19][C:14](=[O:16])[C:13]3[CH:12]=[CH:11][C:10]([O:9][CH2:8][CH2:7][CH:4]4[CH2:3][CH2:2][O:1][CH2:6][CH2:5]4)=[CH:18][CH:17]=3)[CH2:22]1)[CH2:24]2, predict the reactants needed to synthesize it. The reactants are: [O:1]1[CH2:6][CH2:5][CH:4]([CH2:7][CH2:8][O:9][C:10]2[CH:18]=[CH:17][C:13]([C:14]([OH:16])=O)=[CH:12][CH:11]=2)[CH2:3][CH2:2]1.[NH2:19][CH:20]1[CH:27]2[CH2:28][C:23]3([OH:30])[CH2:24][CH:25]([CH2:29][CH:21]1[CH2:22]3)[CH2:26]2. (3) Given the product [CH:16]1[C:27]2[CH:26]=[CH:25][C:24]3[CH:28]=[CH:29][CH:30]=[CH:31][C:23]=3[CH2:22][N:21]([C:11](=[O:12])[CH2:10][CH2:9][CH2:8][CH2:7][CH2:6][NH:5][C:3](=[O:4])[C:2]([F:15])([F:14])[F:1])[C:20]=2[CH:19]=[CH:18][CH:17]=1, predict the reactants needed to synthesize it. The reactants are: [F:1][C:2]([F:15])([F:14])[C:3]([NH:5][CH2:6][CH2:7][CH2:8][CH2:9][CH2:10][C:11](Cl)=[O:12])=[O:4].[CH:16]1[C:27]2[CH:26]=[CH:25][C:24]3[CH:28]=[CH:29][CH:30]=[CH:31][C:23]=3[CH2:22][NH:21][C:20]=2[CH:19]=[CH:18][CH:17]=1.N1C=CC=CC=1. (4) The reactants are: [CH3:1][O:2][C:3]1[CH:21]=[C:20]([CH:22]=[C:23]2[S:27][C:26](=[S:28])[NH:25][C:24]2=[O:29])[CH:19]=[CH:18][C:4]=1[O:5][C:6]1[CH:13]=[CH:12][C:9]([C:10]#[N:11])=[CH:8][C:7]=1[C:14]([F:17])([F:16])[F:15].[CH3:30]I.[Al]. Given the product [CH3:1][O:2][C:3]1[CH:21]=[C:20]([CH:22]=[C:23]2[S:27][C:26]([S:28][CH3:30])=[N:25][C:24]2=[O:29])[CH:19]=[CH:18][C:4]=1[O:5][C:6]1[CH:13]=[CH:12][C:9]([C:10]#[N:11])=[CH:8][C:7]=1[C:14]([F:17])([F:16])[F:15], predict the reactants needed to synthesize it. (5) Given the product [CH2:1]([O:3][C:4]([CH:6]1[CH2:7][CH2:8][N:9]([C:12]2[CH:13]=[CH:14][C:15]([C:18]([OH:20])=[O:19])=[CH:16][CH:17]=2)[CH2:10][CH2:11]1)=[O:5])[CH3:2], predict the reactants needed to synthesize it. The reactants are: [CH2:1]([O:3][C:4]([CH:6]1[CH2:11][CH2:10][N:9]([C:12]2[CH:17]=[CH:16][C:15]([C:18]([O:20]CC=C)=[O:19])=[CH:14][CH:13]=2)[CH2:8][CH2:7]1)=[O:5])[CH3:2]. (6) Given the product [Cl:13][C:9]1[C:8]2[S:24][C:4]([C:3]3[C:15]([N+:19]([O-:21])=[O:20])=[CH:16][CH:17]=[CH:18][C:2]=3[Cl:1])=[N:6][C:7]=2[CH:12]=[CH:11][N:10]=1, predict the reactants needed to synthesize it. The reactants are: [Cl:1][C:2]1[CH:18]=[CH:17][CH:16]=[C:15]([N+:19]([O-:21])=[O:20])[C:3]=1[C:4]([NH:6][C:7]1[CH:12]=[CH:11][N:10]=[C:9]([Cl:13])[C:8]=1F)=O.NC(N)=[S:24].N1C=CC=CC=1.CCN(CC)CC. (7) Given the product [NH2:1][CH:4]([CH3:26])[CH2:5][N:6]1[C:14]2[CH:13]=[C:12]([OH:15])[CH:11]=[C:10]3[C:9]=2[C:8]([CH2:25][CH2:24][CH2:23]3)=[N:7]1, predict the reactants needed to synthesize it. The reactants are: [N:1]([CH:4]([CH3:26])[CH2:5][N:6]1[C:14]2[CH:13]=[C:12]([O:15]CC3C=CC=CC=3)[CH:11]=[C:10]3[CH2:23][CH2:24][CH2:25][C:8]([C:9]=23)=[N:7]1)=[N+]=[N-].C([O-])=O.[NH4+].C1(N)C(F)=C(F)C(F)=C(N)C=1F.Cl.Cl.